From a dataset of Forward reaction prediction with 1.9M reactions from USPTO patents (1976-2016). Predict the product of the given reaction. (1) Given the reactants [F:1][C:2]1[CH:7]=[C:6]([I:8])[CH:5]=[CH:4][C:3]=1[NH:9][C:10]1[C:11]([C:15]([O:17]C)=[O:16])=[CH:12][S:13][CH:14]=1.[OH-].[K+], predict the reaction product. The product is: [F:1][C:2]1[CH:7]=[C:6]([I:8])[CH:5]=[CH:4][C:3]=1[NH:9][C:10]1[C:11]([C:15]([OH:17])=[O:16])=[CH:12][S:13][CH:14]=1. (2) Given the reactants Cl.[Cl:2][C:3]1[C:11]2[C:6](=[CH:7][CH:8]=[CH:9][CH:10]=2)[N:5]([C:12]2[CH:19]=[CH:18][C:15]([CH2:16][NH2:17])=[CH:14][CH:13]=2)[C:4]=1[C:20]1[N:21]=[N:22][N:23]([CH3:25])[N:24]=1.C(OC([NH:33][C:34]1([C:37](O)=[O:38])[CH2:36][CH2:35]1)=O)(C)(C)C.C(N(CC)CC)C.CN(C(ON1N=NC2C=CC=CC1=2)=[N+](C)C)C.F[P-](F)(F)(F)(F)F, predict the reaction product. The product is: [ClH:2].[Cl:2][C:3]1[C:11]2[C:6](=[CH:7][CH:8]=[CH:9][CH:10]=2)[N:5]([C:12]2[CH:13]=[CH:14][C:15]([CH2:16][NH:17][C:37]([C:34]3([NH2:33])[CH2:36][CH2:35]3)=[O:38])=[CH:18][CH:19]=2)[C:4]=1[C:20]1[N:21]=[N:22][N:23]([CH3:25])[N:24]=1. (3) Given the reactants Cl[C:2]1[C:3]2[N:4]([CH:10]=[CH:11][CH:12]=2)[N:5]=[CH:6][C:7]=1[C:8]#[N:9].[O:13]1[CH2:18][CH2:17][CH:16]([NH2:19])[CH2:15][CH2:14]1.CCN(C(C)C)C(C)C, predict the reaction product. The product is: [O:13]1[CH2:18][CH2:17][CH:16]([NH:19][C:2]2[C:3]3[N:4]([CH:10]=[CH:11][CH:12]=3)[N:5]=[CH:6][C:7]=2[C:8]#[N:9])[CH2:15][CH2:14]1. (4) The product is: [CH2:10]([O:12][C:13](=[O:22])[C:14]1[CH:19]=[C:18]([C:1]2[CH:6]=[CH:5][CH:4]=[CH:3][CH:2]=2)[N:17]=[C:16]([C:1]2[CH:6]=[CH:5][CH:4]=[CH:3][CH:2]=2)[CH:15]=1)[CH3:11]. Given the reactants [C:1]1(B(O)O)[CH:6]=[CH:5][CH:4]=[CH:3][CH:2]=1.[CH2:10]([O:12][C:13](=[O:22])[C:14]1[CH:19]=[C:18](Cl)[N:17]=[C:16](Cl)[CH:15]=1)[CH3:11].C(=O)([O-])[O-].[Na+].[Na+], predict the reaction product. (5) Given the reactants [CH2:1]([N:8]1[C:16]2[C:11](=[C:12]([N+:17]([O-:19])=[O:18])[CH:13]=[CH:14][CH:15]=2)[CH:10]=[N:9]1)[C:2]1[CH:7]=[CH:6][CH:5]=[CH:4][CH:3]=1.[Br:20]Br.C(=O)(O)[O-].[Na+], predict the reaction product. The product is: [CH2:1]([N:8]1[C:16]2[C:11](=[C:12]([N+:17]([O-:19])=[O:18])[CH:13]=[CH:14][CH:15]=2)[C:10]([Br:20])=[N:9]1)[C:2]1[CH:3]=[CH:4][CH:5]=[CH:6][CH:7]=1. (6) Given the reactants FC(F)(F)C(O)=O.COC1C=CC(C[O:15][C:16]2[C:17]([C:22](=[O:38])[CH:23]([C:28]3[CH:33]=[CH:32][CH:31]=[CH:30][C:29]=3[C:34]([F:37])([F:36])[F:35])[C:24]([O:26][CH3:27])=[O:25])=[N:18][CH:19]=[CH:20][CH:21]=2)=CC=1.C([O-])(O)=O.[Na+], predict the reaction product. The product is: [OH:15][C:16]1[C:17]([C:22](=[O:38])[CH:23]([C:28]2[CH:33]=[CH:32][CH:31]=[CH:30][C:29]=2[C:34]([F:37])([F:35])[F:36])[C:24]([O:26][CH3:27])=[O:25])=[N:18][CH:19]=[CH:20][CH:21]=1.